From a dataset of Forward reaction prediction with 1.9M reactions from USPTO patents (1976-2016). Predict the product of the given reaction. (1) Given the reactants Cl.Cl.[C:3]([O:7][C:8]([N:10]([C@@H:24]1[CH2:28][CH2:27][NH:26][CH2:25]1)[C:11]1[N:16]=[CH:15][C:14](/[CH:17]=[CH:18]/[C:19]([O:21][CH2:22][CH3:23])=[O:20])=[CH:13][CH:12]=1)=[O:9])([CH3:6])([CH3:5])[CH3:4].Br[CH2:30][CH2:31][O:32][C:33]1[CH:38]=[CH:37][CH:36]=[CH:35][CH:34]=1.C([O-])([O-])=O.[Na+].[Na+], predict the reaction product. The product is: [C:3]([O:7][C:8]([N:10]([C@@H:24]1[CH2:28][CH2:27][N:26]([CH2:30][CH2:31][O:32][C:33]2[CH:38]=[CH:37][CH:36]=[CH:35][CH:34]=2)[CH2:25]1)[C:11]1[N:16]=[CH:15][C:14](/[CH:17]=[CH:18]/[C:19]([O:21][CH2:22][CH3:23])=[O:20])=[CH:13][CH:12]=1)=[O:9])([CH3:4])([CH3:5])[CH3:6]. (2) Given the reactants C(O)(=O)CC(CC(O)=O)(C(O)=O)O.C(O)[C@H]1O[C@H](O[C@]2(CO)O[C@H](CO)[C@@H](O)[C@@H]2O)[C@H](O)[C@@H](O)[C@@H]1O.COC([C@@H](NC([C@@H](N)CC(O)=O)=O)CC1C=CC=CC=1)=O.[CH3:58][N:59]([CH2:61][CH2:62][CH2:63][C@@:64]1([C:75]2[CH:76]=[CH:77][C:78]([F:81])=[CH:79][CH:80]=2)[O:72][CH2:71][C:70]2[CH:69]=[C:68]([C:73]#[N:74])[CH:67]=[CH:66][C:65]1=2)[CH3:60].C(O)(C(O)=O)=O, predict the reaction product. The product is: [CH3:58][N:59]([CH2:61][CH2:62][CH2:63][C@@:64]1([C:75]2[CH:80]=[CH:79][C:78]([F:81])=[CH:77][CH:76]=2)[O:72][CH2:71][C:70]2[CH:69]=[C:68]([C:73]#[N:74])[CH:67]=[CH:66][C:65]1=2)[CH3:60].